This data is from Peptide-MHC class I binding affinity with 185,985 pairs from IEDB/IMGT. The task is: Regression. Given a peptide amino acid sequence and an MHC pseudo amino acid sequence, predict their binding affinity value. This is MHC class I binding data. (1) The MHC is HLA-A02:03 with pseudo-sequence HLA-A02:03. The binding affinity (normalized) is 0.0847. The peptide sequence is YVWWAAVIY. (2) The peptide sequence is LPRERFRKT. The MHC is HLA-A80:01 with pseudo-sequence HLA-A80:01. The binding affinity (normalized) is 0.0847. (3) The peptide sequence is TVNPVLTTA. The MHC is Patr-A0101 with pseudo-sequence Patr-A0101. The binding affinity (normalized) is 0. (4) The peptide sequence is IISDLSIFI. The MHC is HLA-A02:01 with pseudo-sequence HLA-A02:01. The binding affinity (normalized) is 0.898.